The task is: Predict the reactants needed to synthesize the given product.. This data is from Full USPTO retrosynthesis dataset with 1.9M reactions from patents (1976-2016). (1) Given the product [CH3:16][O:15][C:13](=[O:14])[CH2:12][CH2:11][CH2:10][CH2:9][C:4]1[CH:3]=[C:2]([NH:1][C:18]([O:20][CH2:21][CH3:22])=[O:19])[CH:7]=[C:6]([F:8])[CH:5]=1, predict the reactants needed to synthesize it. The reactants are: [NH2:1][C:2]1[CH:3]=[C:4]([CH2:9][CH2:10][CH2:11][CH2:12][C:13]([O:15][CH3:16])=[O:14])[CH:5]=[C:6]([F:8])[CH:7]=1.Cl[C:18]([O:20][CH2:21][CH3:22])=[O:19].CCN(C(C)C)C(C)C. (2) Given the product [OH:17][CH2:16][C:4]([C:6]1[CH:7]=[CH:8][C:9]([C:10]([O:27][CH3:26])=[O:11])=[CH:14][CH:15]=1)([N+:1]([O-:3])=[O:2])[CH3:5], predict the reactants needed to synthesize it. The reactants are: [N+:1]([CH:4]([C:6]1[CH:15]=[CH:14][C:9]([C:10](OC)=[O:11])=[CH:8][CH:7]=1)[CH3:5])([O-:3])=[O:2].[CH2:16]=[O:17].C[O-].[Na+].[Cl-].[NH4+].CN([CH:26]=[O:27])C. (3) Given the product [CH3:1][O:2][C:3]1[CH:4]=[CH:5][C:6]2[NH:12][C:11](=[S:25])[CH:10]([CH3:14])[CH2:9][NH:8][C:7]=2[N:15]=1, predict the reactants needed to synthesize it. The reactants are: [CH3:1][O:2][C:3]1[CH:4]=[CH:5][C:6]2[NH:12][C:11](=O)[CH:10]([CH3:14])[CH2:9][NH:8][C:7]=2[N:15]=1.COC1C=CC(P2(SP(C3C=CC(OC)=CC=3)(=S)S2)=[S:25])=CC=1. (4) Given the product [CH:1]1([C:7]2[CH:20]=[CH:19][C:10]([O:11][CH2:12][C@H:13]3[O:17][C:16]4=[N:18][C:24](=[O:23])[CH:25]=[C:26]([CH2:27][CH:28]([CH3:30])[CH3:29])[N:15]4[CH2:14]3)=[CH:9][CH:8]=2)[CH2:2][CH2:3][CH2:4][CH2:5][CH2:6]1, predict the reactants needed to synthesize it. The reactants are: [CH:1]1([C:7]2[CH:20]=[CH:19][C:10]([O:11][CH2:12][C@H:13]3[O:17][C:16]([NH2:18])=[N:15][CH2:14]3)=[CH:9][CH:8]=2)[CH2:6][CH2:5][CH2:4][CH2:3][CH2:2]1.C([O:23][C:24](=O)[C:25]#[C:26][CH2:27][CH:28]([CH3:30])[CH3:29])C.CC(C)CC#C.ClC(OCC)=O. (5) Given the product [CH3:17][O:16][C:10]1[CH:9]=[C:8]([C:6]2[N:7]=[C:2]([NH:39][C:35]3[CH:34]=[C:33]4[C:38](=[CH:37][CH:36]=3)[NH:30][N:31]=[CH:32]4)[C:3]3[NH:20][N:19]=[CH:18][C:4]=3[N:5]=2)[CH:13]=[CH:12][C:11]=1[O:14][CH3:15], predict the reactants needed to synthesize it. The reactants are: Cl[C:2]1[C:3]2[C:4](=[CH:18][N:19](CC3C=CC(OC)=CC=3)[N:20]=2)[N:5]=[C:6]([C:8]2[CH:13]=[CH:12][C:11]([O:14][CH3:15])=[C:10]([O:16][CH3:17])[CH:9]=2)[N:7]=1.[NH:30]1[C:38]2[C:33](=[CH:34][C:35]([NH2:39])=[CH:36][CH:37]=2)[CH:32]=[N:31]1.Cl. (6) Given the product [CH:30]([C:31]1[N:39]([CH2:40][CH2:41][C:42]([O:44][CH3:45])=[O:43])[C:34]2=[N:35][CH:36]=[CH:37][CH:38]=[C:33]2[CH:32]=1)=[O:29], predict the reactants needed to synthesize it. The reactants are: CC(OI1(OC(C)=O)(OC(C)=O)OC(=O)C2C=CC=CC1=2)=O.N1C=CC=CC=1.[OH:29][CH2:30][C:31]1[N:39]([CH2:40][CH2:41][C:42]([O:44][CH3:45])=[O:43])[C:34]2=[N:35][CH:36]=[CH:37][CH:38]=[C:33]2[CH:32]=1. (7) Given the product [CH3:29][S:30]([C:2]1[O:6][C:5]([CH2:7][N:8]2[C:16]3[C:11](=[CH:12][CH:13]=[CH:14][CH:15]=3)[C:10]3([C:20]4=[CH:21][C:22]5[O:26][CH2:25][O:24][C:23]=5[CH:27]=[C:19]4[O:18][CH2:17]3)[CH2:9]2)=[CH:4][CH:3]=1)(=[O:32])=[O:31], predict the reactants needed to synthesize it. The reactants are: Br[C:2]1[O:6][C:5]([CH2:7][N:8]2[C:16]3[C:11](=[CH:12][CH:13]=[CH:14][CH:15]=3)[C:10]3([C:20]4=[CH:21][C:22]5[O:26][CH2:25][O:24][C:23]=5[CH:27]=[C:19]4[O:18][CH2:17]3)[C:9]2=O)=[CH:4][CH:3]=1.[CH3:29][S:30]([O-:32])=[O:31].[Na+].N1CCC[C@H]1C(O)=O. (8) Given the product [F:30][CH:2]([F:1])[O:3][C:4]1[C:9]([O:10][C:11]2[C:16]([O:17][C:18]3[CH:19]=[N:20][C:21]([S:24]([CH3:27])(=[O:26])=[O:25])=[CH:22][CH:23]=3)=[CH:15][C:14]3[NH:28][C:31]([C:32]4[CH:37]=[N:36][C:35]([CH3:38])=[CH:34][N:33]=4)=[N:29][C:13]=3[CH:12]=2)=[CH:8][CH:7]=[CH:6][N:5]=1, predict the reactants needed to synthesize it. The reactants are: [F:1][CH:2]([F:30])[O:3][C:4]1[C:9]([O:10][C:11]2[CH:12]=[C:13]([NH2:29])[C:14]([NH2:28])=[CH:15][C:16]=2[O:17][C:18]2[CH:19]=[N:20][C:21]([S:24]([CH3:27])(=[O:26])=[O:25])=[CH:22][CH:23]=2)=[CH:8][CH:7]=[CH:6][N:5]=1.[CH3:31][C:32]1[N:33]=[CH:34][C:35]([C:38](O)=O)=[N:36][CH:37]=1.